The task is: Predict the product of the given reaction.. This data is from Forward reaction prediction with 1.9M reactions from USPTO patents (1976-2016). (1) Given the reactants [F:1][C:2]1[CH:3]=[C:4]([CH2:8][C:9](=[O:14])[CH2:10][CH2:11][CH2:12][CH3:13])[CH:5]=[CH:6][CH:7]=1.N1CCCC[CH2:16]1.C=O, predict the reaction product. The product is: [F:1][C:2]1[CH:3]=[C:4]([C:8]([C:9](=[O:14])[CH2:10][CH2:11][CH2:12][CH3:13])=[CH2:16])[CH:5]=[CH:6][CH:7]=1. (2) Given the reactants [F:1][C:2]([F:7])([F:6])[C:3]([NH2:5])=[O:4].O.[C:9]1(C)[CH:14]=[CH:13][C:12](S(O)(=O)=O)=[CH:11][CH:10]=1.[CH2:20]1[CH2:24][O:23][CH2:22][CH2:21]1.O, predict the reaction product. The product is: [F:1][C:2]([F:7])([F:6])[C:3]([NH:5][CH2:13][CH2:12][CH2:11][CH2:10][C:9]1[CH:24]=[CH:20][CH:21]=[C:22]([OH:23])[CH:14]=1)=[O:4].